From a dataset of Forward reaction prediction with 1.9M reactions from USPTO patents (1976-2016). Predict the product of the given reaction. (1) Given the reactants [CH:1]([C:3]1[CH:4]=[CH:5][C:6]([CH3:14])=[C:7]([CH:13]=1)[O:8][CH2:9][C:10]([OH:12])=[O:11])=[O:2].C1(N=C=NC2CCCCC2)CCCCC1.[Br:30][CH2:31][CH2:32][CH2:33]O, predict the reaction product. The product is: [Br-:30].[CH:1]([C:3]1[CH:4]=[CH:5][C:6]([CH3:14])=[C:7]([CH:13]=1)[O:8][CH2:9][C:10]([O:12][CH2:33][CH2:32][CH2:31][Br:30])=[O:11])=[O:2]. (2) The product is: [Cl:5][C:4]([Cl:7])([Cl:6])[C:3]1[NH:15][C:10]2[CH:9]=[CH:14][CH:13]=[CH:12][C:1]=2[N:2]=1. Given the reactants [CH3:1][NH:2][C:3](=O)[C:4]([Cl:7])([Cl:6])[Cl:5].[C:9]1(N)[CH:14]=[CH:13][CH:12]=C[C:10]=1[NH2:15].O, predict the reaction product.